Dataset: Catalyst prediction with 721,799 reactions and 888 catalyst types from USPTO. Task: Predict which catalyst facilitates the given reaction. (1) Reactant: [CH3:1][N:2]([CH3:27])[C:3]([C:5]1[CH:25]=[CH:24][C:8]([O:9][C:10]2[C:15]3[CH2:16][C:17]([CH3:20])([CH3:19])[O:18][C:14]=3[CH:13]=[C:12]([C:21]([OH:23])=O)[CH:11]=2)=[CH:7][C:6]=1[F:26])=[O:4].C([SiH2][O:33][C:34](C)(C)[C:35]1[CH:36]=[CH:37][C:38]([NH2:41])=[N:39][CH:40]=1)(C)(C)C.C(N(CC)CC)C.CN(C(ON1N=NC2C=CC=NC1=2)=[N+](C)C)C.F[P-](F)(F)(F)(F)F. Product: [OH:33][CH2:34][C:35]1[CH:36]=[CH:37][C:38]([NH:41][C:21]([C:12]2[CH:11]=[C:10]([O:9][C:8]3[CH:24]=[CH:25][C:5]([C:3](=[O:4])[N:2]([CH3:27])[CH3:1])=[C:6]([F:26])[CH:7]=3)[C:15]3[CH2:16][C:17]([CH3:19])([CH3:20])[O:18][C:14]=3[CH:13]=2)=[O:23])=[N:39][CH:40]=1. The catalyst class is: 3. (2) Reactant: [C:1]1([C:7]2[N:11]3[N:12]=[C:13](Br)[CH:14]=[C:15]([O:16][CH3:17])[C:10]3=[N:9][C:8]=2[C:19]2[CH:24]=[CH:23][C:22]([C:25]3([NH:29][C:30](=[O:36])[O:31][C:32]([CH3:35])([CH3:34])[CH3:33])[CH2:28][CH2:27][CH2:26]3)=[CH:21][CH:20]=2)[CH:6]=[CH:5][CH:4]=[CH:3][CH:2]=1.C([O-])([O-])=O.[K+].[K+].O.CO[CH2:46][CH2:47]OC. Product: [CH3:17][O:16][C:15]1[C:10]2[N:11]([C:7]([C:1]3[CH:6]=[CH:5][CH:4]=[CH:3][CH:2]=3)=[C:8]([C:19]3[CH:24]=[CH:23][C:22]([C:25]4([NH:29][C:30](=[O:36])[O:31][C:32]([CH3:33])([CH3:34])[CH3:35])[CH2:26][CH2:27][CH2:28]4)=[CH:21][CH:20]=3)[N:9]=2)[N:12]=[C:13]([CH:46]=[CH2:47])[CH:14]=1. The catalyst class is: 73.